This data is from Forward reaction prediction with 1.9M reactions from USPTO patents (1976-2016). The task is: Predict the product of the given reaction. (1) Given the reactants [Br:1][C:2]1[C:11]([OH:12])=[CH:10][CH:9]=[C:8]2[C:3]=1[CH:4]=[CH:5][C:6]([CH2:13][N:14]([CH3:29])[C:15](=[O:28])[C:16]1[CH:21]=[CH:20][C:19]([CH:22]3[CH2:27][CH2:26][CH2:25][CH2:24][CH2:23]3)=[CH:18][CH:17]=1)=[CH:7]2.[CH3:30][O:31][C:32](=[O:49])[CH:33](OS(C(F)(F)F)(=O)=O)[CH2:34][C:35]1[CH:40]=[CH:39][CH:38]=[CH:37][CH:36]=1.C(=O)([O-])[O-].[Cs+].[Cs+], predict the reaction product. The product is: [CH3:30][O:31][C:32](=[O:49])[CH:33]([O:12][C:11]1[CH:10]=[CH:9][C:8]2[C:3](=[CH:4][CH:5]=[C:6]([CH2:13][N:14]([C:15](=[O:28])[C:16]3[CH:17]=[CH:18][C:19]([CH:22]4[CH2:23][CH2:24][CH2:25][CH2:26][CH2:27]4)=[CH:20][CH:21]=3)[CH3:29])[CH:7]=2)[C:2]=1[Br:1])[CH2:34][C:35]1[CH:36]=[CH:37][CH:38]=[CH:39][CH:40]=1. (2) Given the reactants Cl.[CH3:2][O:3][C:4](=[O:29])[C:5]1[CH:10]=[CH:9][CH:8]=[C:7](/[CH:11]=[C:12]2/[CH:13]=[C:14]([C:22]3[CH:27]=[CH:26][CH:25]=[C:24]([OH:28])[CH:23]=3)[CH:15]([CH2:18][N:19]([CH3:21])[CH3:20])[CH2:16][CH2:17]/2)[CH:6]=1.C[Si](C)(C)[Cl:32].O, predict the reaction product. The product is: [ClH:32].[CH3:2][O:3][C:4](=[O:29])[C:5]1[CH:10]=[CH:9][CH:8]=[C:7](/[CH:11]=[C:12]2\[CH:13]=[C:14]([C:22]3[CH:27]=[CH:26][CH:25]=[C:24]([OH:28])[CH:23]=3)[CH:15]([CH2:18][N:19]([CH3:21])[CH3:20])[CH2:16][CH2:17]\2)[CH:6]=1. (3) Given the reactants [O:1]1[CH:5]=[C:4]([C:6]([NH:8][NH2:9])=O)[N:3]=[CH:2]1.Cl.[N:11]1[CH:16]=[CH:15][CH:14]=[CH:13][C:12]=1[C:17](=[NH:19])[NH2:18].[H-].[Na+].Br[CH2:23][C:24]1[CH:29]=[CH:28][CH:27]=[CH:26][C:25]=1[F:30], predict the reaction product. The product is: [F:30][C:25]1[CH:26]=[CH:27][CH:28]=[CH:29][C:24]=1[CH2:23][N:8]1[C:6]([C:4]2[N:3]=[CH:2][O:1][CH:5]=2)=[N:19][C:17]([C:12]2[CH:13]=[CH:14][CH:15]=[CH:16][N:11]=2)=[N:9]1.[F:30][C:25]1[CH:26]=[CH:27][CH:28]=[CH:29][C:24]=1[CH2:23][N:9]1[C:17]([C:12]2[CH:13]=[CH:14][CH:15]=[CH:16][N:11]=2)=[N:18][C:6]([C:4]2[N:3]=[CH:2][O:1][CH:5]=2)=[N:8]1. (4) Given the reactants [C:1]([C:3]1[CH:4]=[C:5]([CH:10]=[CH:11][C:12]=1[OH:13])[C:6]([O:8][CH3:9])=[O:7])#[N:2].[C:14]([O-])([O-])=O.[K+].[K+].BrCC(O[CH2:25][CH3:26])=O, predict the reaction product. The product is: [C:1]([C:3]1[CH:4]=[C:5]([CH:10]=[CH:11][C:12]=1[O:13][CH:25]([CH3:26])[CH3:14])[C:6]([O:8][CH3:9])=[O:7])#[N:2].